From a dataset of Full USPTO retrosynthesis dataset with 1.9M reactions from patents (1976-2016). Predict the reactants needed to synthesize the given product. (1) Given the product [O:1]1[C:5]2[CH:6]=[CH:7][C:8]([CH2:10][CH2:11][OH:12])=[CH:9][C:4]=2[O:3][CH2:2]1, predict the reactants needed to synthesize it. The reactants are: [O:1]1[C:5]2[CH:6]=[CH:7][C:8]([CH2:10][C:11](O)=[O:12])=[CH:9][C:4]=2[O:3][CH2:2]1.CO. (2) Given the product [ClH:34].[Br:1][C:2]1[C:23]([Br:24])=[CH:22][C:5]2[N:6]([CH:31]([CH3:33])[CH3:32])[C:7]([N:9]3[CH2:10][CH2:11][NH:12][CH2:13][CH2:14]3)=[N:8][C:4]=2[C:3]=1[N+:25]([O-:27])=[O:26], predict the reactants needed to synthesize it. The reactants are: [Br:1][C:2]1[C:23]([Br:24])=[CH:22][C:5]2[NH:6][C:7]([N:9]3[CH2:14][CH2:13][N:12](C(OC(C)(C)C)=O)[CH2:11][CH2:10]3)=[N:8][C:4]=2[C:3]=1[N+:25]([O-:27])=[O:26].[OH-].[Na+].I[CH:31]([CH3:33])[CH3:32].[ClH:34]. (3) Given the product [CH3:1][CH:2]1[CH2:6][CH2:5][CH2:4][N:3]1[CH2:7][CH2:8][CH2:9][O:10][C:11]1[CH:20]=[CH:19][C:18]2[C:17]3[CH:16]([CH2:24][C:23](=[O:27])[NH:28][N:31]=3)[CH2:15][CH2:14][C:13]=2[CH:12]=1, predict the reactants needed to synthesize it. The reactants are: [CH3:1][C@@H:2]1[CH2:6][CH2:5][CH2:4][N:3]1[CH2:7][CH2:8][CH2:9][O:10][C:11]1[CH:12]=[C:13]2[C:18](=[CH:19][CH:20]=1)[C:17](=O)[CH2:16][CH2:15][CH2:14]2.O.[C:23]([OH:27])(=O)[CH:24]=O.[NH4+:28].[OH-].O.[NH2:31]N.C([O-])(O)=O.[Na+]. (4) Given the product [C:1]([O:5][C:6]([N:8]1[CH2:13][CH2:12][CH:11]([C:14]2[CH:19]=[CH:18][C:17]([NH:20][C:45]([C:34]3[N:35]([CH2:37][O:38][CH2:39][CH2:40][Si:41]([CH3:44])([CH3:43])[CH3:42])[CH:36]=[C:32]([C:30]#[N:31])[N:33]=3)=[O:46])=[C:16]([C:21]3[CH2:26][CH2:25][C:24]([CH3:28])([CH3:27])[CH2:23][CH:22]=3)[CH:15]=2)[CH2:10][CH2:9]1)=[O:7])([CH3:4])([CH3:2])[CH3:3], predict the reactants needed to synthesize it. The reactants are: [C:1]([O:5][C:6]([N:8]1[CH2:13][CH2:12][CH:11]([C:14]2[CH:19]=[CH:18][C:17]([NH2:20])=[C:16]([C:21]3[CH2:26][CH2:25][C:24]([CH3:28])([CH3:27])[CH2:23][CH:22]=3)[CH:15]=2)[CH2:10][CH2:9]1)=[O:7])([CH3:4])([CH3:3])[CH3:2].[K+].[C:30]([C:32]1[N:33]=[C:34]([C:45]([O-])=[O:46])[N:35]([CH2:37][O:38][CH2:39][CH2:40][Si:41]([CH3:44])([CH3:43])[CH3:42])[CH:36]=1)#[N:31].C1CN([P+](Br)(N2CCCC2)N2CCCC2)CC1.F[P-](F)(F)(F)(F)F.CCN(C(C)C)C(C)C. (5) Given the product [C:1]([C:3]1[CH:4]=[C:5]([CH:33]=[CH:34][CH:35]=1)[C:6]([NH:8][C:9]1[C:10]([CH3:32])=[C:11]2[C:17]([CH:18]3[CH2:19][CH2:20][NH:21][CH2:22][CH2:23]3)=[CH:16][N:15]([CH3:31])[C:12]2=[N:13][CH:14]=1)=[O:7])#[N:2], predict the reactants needed to synthesize it. The reactants are: [C:1]([C:3]1[CH:4]=[C:5]([CH:33]=[CH:34][CH:35]=1)[C:6]([NH:8][C:9]1[C:10]([CH3:32])=[C:11]2[C:17]([CH:18]3[CH2:23][CH2:22][N:21](C(OC(C)(C)C)=O)[CH2:20][CH2:19]3)=[CH:16][N:15]([CH3:31])[C:12]2=[N:13][CH:14]=1)=[O:7])#[N:2].FC(F)(F)C(O)=O. (6) The reactants are: Cl[C:2](OCC)=[O:3].[NH2:7][C:8]1[CH:13]=[CH:12][C:11]([C:14]([C:16]2[N:24]3[C:19]([CH:20]=[CH:21][CH:22]=[CH:23]3)=[C:18]([Br:25])[C:17]=2[CH3:26])=[O:15])=[CH:10][C:9]=1[C:27]([NH:29][CH2:30][C:31]([O:33][CH3:34])=[O:32])=[O:28]. Given the product [Br:25][C:18]1[C:17]([CH3:26])=[C:16]([C:14]([C:11]2[CH:10]=[C:9]3[C:8](=[CH:13][CH:12]=2)[NH:7][C:2](=[O:3])[N:29]([CH2:30][C:31]([O:33][CH3:34])=[O:32])[C:27]3=[O:28])=[O:15])[N:24]2[C:19]=1[CH:20]=[CH:21][CH:22]=[CH:23]2, predict the reactants needed to synthesize it. (7) Given the product [CH3:29][O:28][C:24]1[CH:23]=[C:22]([C:17]2[CH:16]=[C:11]3[C:12]4[C:7]([CH2:8][CH2:9][N:10]3[C:20](=[O:21])[CH2:19][N:18]=2)=[C:6]([CH:2]2[CH2:3][CH2:4][CH2:5][O:1]2)[CH:15]=[CH:14][CH:13]=4)[CH:27]=[CH:26][CH:25]=1, predict the reactants needed to synthesize it. The reactants are: [O:1]1[CH2:5][CH2:4][CH:3]=[C:2]1[C:6]1[CH:15]=[CH:14][CH:13]=[C:12]2[C:7]=1[CH2:8][CH2:9][N:10]1[C:20](=[O:21])[CH2:19][N:18]=[C:17]([C:22]3[CH:27]=[CH:26][CH:25]=[C:24]([O:28][CH3:29])[CH:23]=3)[CH:16]=[C:11]12.IC1C=CC=C2C=1CCN1C(=O)CN=C(C3C=CC=C(OC)C=3)C=C12.C([Sn](CCCC)(CCCC)C1OCCC=1)CCC. (8) Given the product [F:40][CH2:11][CH:8]1[CH2:9][CH2:10][C:5]([NH:13][C:14](=[O:33])[C:15]2[CH:20]=[CH:19][C:18]([O:21][CH3:22])=[C:17]([O:23][CH2:24][CH2:25][C:26]3[CH:27]=[C:28]([CH3:32])[CH:29]=[CH:30][CH:31]=3)[CH:16]=2)([C:3]([OH:2])=[O:4])[CH2:6][CH2:7]1, predict the reactants needed to synthesize it. The reactants are: C[O:2][C:3]([C:5]1([NH:13][C:14](=[O:33])[C:15]2[CH:20]=[CH:19][C:18]([O:21][CH3:22])=[C:17]([O:23][CH2:24][CH2:25][C:26]3[CH:27]=[C:28]([CH3:32])[CH:29]=[CH:30][CH:31]=3)[CH:16]=2)[CH2:10][CH2:9][CH:8]([CH2:11]O)[CH2:7][CH2:6]1)=[O:4].C(N(S(F)(F)[F:40])CC)C. (9) Given the product [NH2:2]/[C:1](=[N:21]\[OH:22])/[CH2:3][N:4]1[CH:8]=[C:7]([C:9]([O:11][CH2:12][CH3:13])=[O:10])[CH:6]=[N:5]1, predict the reactants needed to synthesize it. The reactants are: [C:1]([CH2:3][N:4]1[CH:8]=[C:7]([C:9]([O:11][CH2:12][CH3:13])=[O:10])[CH:6]=[N:5]1)#[N:2].C(=O)([O-])[O-].[K+].[K+].Cl.[NH2:21][OH:22]. (10) Given the product [ClH:1].[Cl-:1].[NH2:9][CH:10]1[CH2:15][CH2:14][CH2:13][N+:12]([CH2:31][CH2:32][CH2:33][C:34]2[CH:39]=[CH:38][C:37]([O:40][CH2:41][C:42]([O:44][CH3:45])=[O:43])=[CH:36][CH:35]=2)([CH2:16][CH2:17][CH2:18][C:19]2[CH:20]=[CH:21][C:22]([O:25][CH2:26][C:27]([O:29][CH3:30])=[O:28])=[CH:23][CH:24]=2)[CH2:11]1, predict the reactants needed to synthesize it. The reactants are: [Cl-:1].C(OC([NH:9][CH:10]1[CH2:15][CH2:14][CH2:13][N+:12]([CH2:31][CH2:32][CH2:33][C:34]2[CH:39]=[CH:38][C:37]([O:40][CH2:41][C:42]([O:44][CH3:45])=[O:43])=[CH:36][CH:35]=2)([CH2:16][CH2:17][CH2:18][C:19]2[CH:24]=[CH:23][C:22]([O:25][CH2:26][C:27]([O:29][CH3:30])=[O:28])=[CH:21][CH:20]=2)[CH2:11]1)=O)(C)(C)C.FC(F)(F)C(O)=O.